Dataset: Reaction yield outcomes from USPTO patents with 853,638 reactions. Task: Predict the reaction yield, written as a fraction of the theoretical maximum amount of product (1.0 means a 100% yield; for example, 0.34 means a 34% yield). (1) The reactants are Br[C:2]1[C:25](=[O:26])[N:24]([CH2:27][C:28]2[CH:33]=[CH:32][CH:31]=[CH:30][C:29]=2[S:34]([CH2:37][CH3:38])(=[O:36])=[O:35])[C:5]2[N:6]=[C:7]([NH:10][C:11]3[CH:16]=[CH:15][C:14]([N:17]4[CH2:22][CH2:21][N:20]([CH3:23])[CH2:19][CH2:18]4)=[CH:13][CH:12]=3)[N:8]=[CH:9][C:4]=2[CH:3]=1.[C:39]1(B(O)O)[CH:44]=[CH:43][CH:42]=[CH:41][CH:40]=1.[O-]P([O-])([O-])=O.[K+].[K+].[K+].CN(C)C=O. The catalyst is C1C=CC(P(C2C=CC=CC=2)[C-]2C=CC=C2)=CC=1.C1C=CC(P(C2C=CC=CC=2)[C-]2C=CC=C2)=CC=1.Cl[Pd]Cl.[Fe+2].O. The product is [CH2:37]([S:34]([C:29]1[CH:30]=[CH:31][CH:32]=[CH:33][C:28]=1[CH2:27][N:24]1[C:5]2[N:6]=[C:7]([NH:10][C:11]3[CH:12]=[CH:13][C:14]([N:17]4[CH2:22][CH2:21][N:20]([CH3:23])[CH2:19][CH2:18]4)=[CH:15][CH:16]=3)[N:8]=[CH:9][C:4]=2[CH:3]=[C:2]([C:39]2[CH:44]=[CH:43][CH:42]=[CH:41][CH:40]=2)[C:25]1=[O:26])(=[O:35])=[O:36])[CH3:38]. The yield is 0.150. (2) The yield is 0.260. The catalyst is O1CCCC1.[I-].C([N+](CCCC)(CCCC)CCCC)CCC. The reactants are [CH3:1][C:2]1([CH3:21])[CH:6]([C:7]2[CH:12]=[CH:11][CH:10]=[CH:9][CH:8]=2)[C:5]2[C:13]([CH3:20])=[C:14]([NH2:19])[C:15]([CH3:18])=[C:16]([CH3:17])[C:4]=2[O:3]1.Cl[CH2:23][C:24]1[CH:29]=[C:28]([O:30][CH3:31])[C:27]([O:32][CH3:33])=[CH:26][C:25]=1[CH2:34]Cl.C(=O)([O-])[O-].[Na+].[Na+]. The product is [CH3:33][O:32][C:27]1[CH:26]=[C:25]2[C:24](=[CH:29][C:28]=1[O:30][CH3:31])[CH2:23][N:19]([C:14]1[C:15]([CH3:18])=[C:16]([CH3:17])[C:4]3[O:3][C:2]([CH3:21])([CH3:1])[CH:6]([C:7]4[CH:8]=[CH:9][CH:10]=[CH:11][CH:12]=4)[C:5]=3[C:13]=1[CH3:20])[CH2:34]2. (3) The reactants are FC(F)(F)OC1C=CC(OC2C=CC(N)=CC=2C)=CC=1.CC(C(C)=O)C(OCC)=O.C1(C)C=CC(S(O)(=O)=O)=CC=1.[F:42][C:43]([F:67])([F:66])[O:44][C:45]1[CH:65]=[CH:64][C:48]([O:49][C:50]2[C:51]([CH3:63])=[C:52]3[C:57](=[CH:58][CH:59]=2)[N:56]=[C:55]([CH3:60])[C:54]([CH3:61])=[C:53]3[OH:62])=[CH:47][CH:46]=1. The catalyst is C1(C)C(C)=CC=CC=1. The product is [F:66][C:43]([F:42])([F:67])[O:44][C:45]1[CH:65]=[CH:64][C:48]([O:49][C:50]2[CH:59]=[C:58]3[C:57](=[CH:52][C:51]=2[CH3:63])[N:56]=[C:55]([CH3:60])[C:54]([CH3:61])=[C:53]3[OH:62])=[CH:47][CH:46]=1. The yield is 1.00. (4) The reactants are [CH3:1][N:2]([CH3:28])[C:3]([C:5]1[CH:14]=[CH:13][C:12]2[C:7](=[CH:8][CH:9]=[CH:10][C:11]=2[N:15]2[CH2:20][CH2:19][N:18](C(OC(C)(C)C)=O)[CH2:17][CH2:16]2)[N:6]=1)=[O:4]. The catalyst is C(Cl)Cl. The product is [CH3:1][N:2]([CH3:28])[C:3]([C:5]1[CH:14]=[CH:13][C:12]2[C:7](=[CH:8][CH:9]=[CH:10][C:11]=2[N:15]2[CH2:20][CH2:19][NH:18][CH2:17][CH2:16]2)[N:6]=1)=[O:4]. The yield is 0.810. (5) The reactants are [Cl:1][C:2]1[N:7]=[C:6]([NH:8][CH2:9][C@H:10]2[CH2:15][CH2:14]C[N:12]([C:16]([O:18][C:19]([CH3:22])([CH3:21])[CH3:20])=[O:17])[CH2:11]2)[C:5]([C:23]#[C:24][C:25]2[CH:30]=[CH:29][CH:28]=[CH:27][C:26]=2[Cl:31])=[CH:4][N:3]=1.BrC1C(NC[C@H]2CCN(C(OC(C)(C)C)=O)C2)=NC(Cl)=NC=1. No catalyst specified. The product is [Cl:1][C:2]1[N:7]=[C:6]([NH:8][CH2:9][C@H:10]2[CH2:15][CH2:14][N:12]([C:16]([O:18][C:19]([CH3:20])([CH3:21])[CH3:22])=[O:17])[CH2:11]2)[C:5]([C:23]#[C:24][C:25]2[CH:30]=[CH:29][CH:28]=[CH:27][C:26]=2[Cl:31])=[CH:4][N:3]=1. The yield is 0.200. (6) The reactants are C([O:3][P:4]([CH2:9][CH2:10][NH:11][CH2:12][C:13]([CH3:36])=[CH:14][CH2:15][C:16]1[C:17]([O:29]CC[Si](C)(C)C)=[C:18]2[C:22](=[C:23]([CH3:27])[C:24]=1[O:25][CH3:26])[CH2:21][O:20][C:19]2=[O:28])(=[O:8])[O:5]CC)C.C[Si](Br)(C)C.N1[C:47]([CH3:48])=[CH:46][CH:45]=[CH:44][C:43]=1[CH3:49]. The catalyst is C(#N)C. The product is [CH2:49]([N:11]([CH2:12][C:13]([CH3:36])=[CH:14][CH2:15][C:16]1[C:17]([OH:29])=[C:18]2[C:22](=[C:23]([CH3:27])[C:24]=1[O:25][CH3:26])[CH2:21][O:20][C:19]2=[O:28])[CH2:10][CH2:9][P:4](=[O:8])([OH:5])[OH:3])[C:43]1[CH:48]=[CH:47][CH:46]=[CH:45][CH:44]=1. The yield is 0.930. (7) The reactants are [CH3:1][O:2][CH2:3][O:4][C:5]1[CH:10]=[CH:9][CH:8]=[C:7]([C:11]([F:14])([F:13])[F:12])[C:6]=1[C:15](=[O:21])[C:16]([O:18][CH2:19][CH3:20])=[O:17].[BH4-].[Na+].O. The catalyst is CO. The product is [OH:21][CH:15]([C:6]1[C:7]([C:11]([F:14])([F:13])[F:12])=[CH:8][CH:9]=[CH:10][C:5]=1[O:4][CH2:3][O:2][CH3:1])[C:16]([O:18][CH2:19][CH3:20])=[O:17]. The yield is 0.950. (8) The reactants are [C:1]([C:5]1[CH:10]=[CH:9][C:8]([NH:11][C:12]2[CH:31]=[CH:30][C:15]([O:16][C:17]3[C:26]4[C:21](=[CH:22][C:23]([OH:29])=[C:24]([O:27][CH3:28])[CH:25]=4)[N:20]=[CH:19][CH:18]=3)=[CH:14][CH:13]=2)=[CH:7][CH:6]=1)([CH3:4])([CH3:3])[CH3:2].C(C1C=CC(NC2C=CC(O[C:50]3[C:59]4[C:54](=CC(OCCCCl)=C(OC)C=4)[N:53]=[CH:52][CH:51]=3)=CC=2)=CC=1)(C)(C)C.C(=O)([O-])[O-:68].[K+].[K+].[CH2:73]([CH:75]1[O:77]C1)Br.C(OC(N1CCC(CO)CC1)=O)(C)(C)C. The catalyst is CN(C)C=O. The product is [C:1]([C:5]1[CH:6]=[CH:7][C:8]([NH:11][C:12]2[CH:31]=[CH:30][C:15]([O:16][C:17]3[C:26]4[C:21](=[CH:22][C:23]([O:29][CH2:50][CH:59]([OH:68])[CH2:54][N:53]5[CH2:52][CH2:51][O:77][CH2:75][CH2:73]5)=[C:24]([O:27][CH3:28])[CH:25]=4)[N:20]=[CH:19][CH:18]=3)=[CH:14][CH:13]=2)=[CH:9][CH:10]=1)([CH3:4])([CH3:2])[CH3:3]. The yield is 0.890. (9) The reactants are [N+:1]([C:4]1[CH:5]=[CH:6][C:7]([O:21][CH2:22][CH2:23][CH3:24])=[C:8]([C:10]2[NH:15][C:14](=[O:16])[C:13]([Br:17])=[C:12]([CH:18]([CH3:20])[CH3:19])[N:11]=2)[CH:9]=1)([O-])=O. The catalyst is Cl. The product is [NH2:1][C:4]1[CH:5]=[CH:6][C:7]([O:21][CH2:22][CH2:23][CH3:24])=[C:8]([C:10]2[NH:15][C:14](=[O:16])[C:13]([Br:17])=[C:12]([CH:18]([CH3:20])[CH3:19])[N:11]=2)[CH:9]=1. The yield is 0.820.